This data is from Reaction yield outcomes from USPTO patents with 853,638 reactions. The task is: Predict the reaction yield, written as a fraction of the theoretical maximum amount of product (1.0 means a 100% yield; for example, 0.34 means a 34% yield). (1) The reactants are [H-].[Na+].[C:3]([O:11]CC)(=[O:10])[CH2:4][C:5](OCC)=O.[F:14][C:15]1[CH:20]=[CH:19][C:18]([N+:21]([O-:23])=[O:22])=C(F)[C:16]=1[F:25]. The catalyst is O1CCCC1. The product is [F:25][C:16]1[C:15]([F:14])=[CH:20][CH:19]=[C:18]([N+:21]([O-:23])=[O:22])[C:5]=1[CH2:4][C:3]([OH:11])=[O:10]. The yield is 0.580. (2) The reactants are Br[C:2]1[CH:3]=[C:4]2[NH:10][N:9]=[N:8][C:5]2=[N:6][CH:7]=1.[N:11]1[CH:16]=[CH:15][C:14]([C:17]2[C:26]3[C:21](=[CH:22][CH:23]=[C:24]([Sn](C)(C)C)[CH:25]=3)[N:20]=[CH:19][CH:18]=2)=[CH:13][CH:12]=1. The catalyst is O1CCOCC1. The product is [N:11]1[CH:16]=[CH:15][C:14]([C:17]2[C:26]3[C:21](=[CH:22][CH:23]=[C:24]([C:2]4[CH:3]=[C:4]5[NH:10][N:9]=[N:8][C:5]5=[N:6][CH:7]=4)[CH:25]=3)[N:20]=[CH:19][CH:18]=2)=[CH:13][CH:12]=1. The yield is 0.140. (3) The reactants are [CH3:1][O:2][CH2:3][C:4]1[CH:10]=[CH:9][CH:8]=[CH:7][C:5]=1[NH2:6].[N:11]([O-])=O.[Na+].[OH-].[Na+]. The catalyst is Cl.O. The product is [CH3:1][O:2][CH2:3][C:4]1[CH:10]=[CH:9][CH:8]=[CH:7][C:5]=1[NH:6][NH2:11]. The yield is 0.710. (4) The reactants are [Cl:1][C:2]1[CH:7]=[CH:6][C:5]([NH:8][C:9](=[O:14])[C:10]([CH3:13])([CH3:12])[CH3:11])=[C:4]([CH:15]([OH:22])[C:16]2[CH:17]=[N:18][CH:19]=[CH:20][CH:21]=2)[CH:3]=1. The catalyst is N1C=CC=CC=1.CCOC(C)=O.O. The product is [Cl:1][C:2]1[CH:7]=[CH:6][C:5]([NH:8][C:9](=[O:14])[C:10]([CH3:13])([CH3:12])[CH3:11])=[C:4]([C:15]([C:16]2[CH:17]=[N:18][CH:19]=[CH:20][CH:21]=2)=[O:22])[CH:3]=1. The yield is 0.700. (5) The reactants are [Br:1][C:2]1[CH:7]=[CH:6][C:5]([CH:8]([OH:10])[CH3:9])=[CH:4][CH:3]=1.N1C=CN=C1.[CH3:16][C:17]([Si:20](Cl)([CH3:22])[CH3:21])([CH3:19])[CH3:18]. The catalyst is CN(C=O)C.O. The product is [Br:1][C:2]1[CH:7]=[CH:6][C:5]([CH:8]([O:10][Si:20]([C:17]([CH3:19])([CH3:18])[CH3:16])([CH3:22])[CH3:21])[CH3:9])=[CH:4][CH:3]=1. The yield is 0.950. (6) The reactants are Br[C:2]1[CH:7]=[CH:6][CH:5]=[CH:4][CH:3]=1.[Mg].II.[CH:11]([C:13]1[C:21]2[O:20][CH2:19][CH:18]([C:22]3[CH:27]=[CH:26][C:25]([CH:28]([CH3:30])[CH3:29])=[CH:24][CH:23]=3)[C:17]=2[C:16]([CH3:31])=[C:15]([NH:32][C:33](=[O:39])[CH2:34][C:35]([CH3:38])([CH3:37])[CH3:36])[C:14]=1[CH3:40])=[O:12]. The catalyst is C1COCC1. The product is [OH:12][CH:11]([C:2]1[CH:7]=[CH:6][CH:5]=[CH:4][CH:3]=1)[C:13]1[C:21]2[O:20][CH2:19][CH:18]([C:22]3[CH:27]=[CH:26][C:25]([CH:28]([CH3:30])[CH3:29])=[CH:24][CH:23]=3)[C:17]=2[C:16]([CH3:31])=[C:15]([NH:32][C:33](=[O:39])[CH2:34][C:35]([CH3:38])([CH3:37])[CH3:36])[C:14]=1[CH3:40]. The yield is 0.990. (7) The reactants are [CH3:1][NH:2][OH:3].[CH3:4][N:5]([CH3:20])[C:6]([C:8]1[CH:9]=[CH:10][C:11]2[O:17][CH2:16]C(=O)[CH:14]=[CH:13][C:12]=2[CH:19]=1)=[O:7].[CH3:21]O. No catalyst specified. The product is [CH3:21][O:3][N:2]=[C:1]1[CH:14]=[CH:13][C:12]2[CH:19]=[C:8]([C:6]([N:5]([CH3:20])[CH3:4])=[O:7])[CH:9]=[CH:10][C:11]=2[O:17][CH2:16]1. The yield is 0.380.